Dataset: Full USPTO retrosynthesis dataset with 1.9M reactions from patents (1976-2016). Task: Predict the reactants needed to synthesize the given product. (1) Given the product [C:3]([C:5]1[CH:6]=[C:7]2[C:11](=[CH:12][CH:13]=1)[N:10]([CH2:21][C:20]1[CH:23]=[CH:24][C:17]([F:16])=[CH:18][CH:19]=1)[CH:9]=[CH:8]2)#[N:4], predict the reactants needed to synthesize it. The reactants are: [H-].[Na+].[C:3]([C:5]1[CH:6]=[C:7]2[C:11](=[CH:12][CH:13]=1)[NH:10][CH:9]=[CH:8]2)#[N:4].[H][H].[F:16][C:17]1[CH:24]=[CH:23][C:20]([CH2:21]Cl)=[CH:19][CH:18]=1. (2) Given the product [CH:16]1([N:19]2[C:2]3[C:3](=[CH:4][C:5]([N+:9]([O-:11])=[O:10])=[CH:6][C:7]=3[F:8])[CH2:12][C:13]2=[O:15])[CH2:18][CH2:17]1, predict the reactants needed to synthesize it. The reactants are: F[C:2]1[C:7]([F:8])=[CH:6][C:5]([N+:9]([O-:11])=[O:10])=[CH:4][C:3]=1[CH2:12][C:13]([OH:15])=O.[CH:16]1([NH2:19])[CH2:18][CH2:17]1.Cl.